From a dataset of NCI-60 drug combinations with 297,098 pairs across 59 cell lines. Regression. Given two drug SMILES strings and cell line genomic features, predict the synergy score measuring deviation from expected non-interaction effect. Drug 1: CC12CCC3C(C1CCC2=O)CC(=C)C4=CC(=O)C=CC34C. Drug 2: CC1=C(C(CCC1)(C)C)C=CC(=CC=CC(=CC(=O)O)C)C. Cell line: HS 578T. Synergy scores: CSS=49.4, Synergy_ZIP=-2.29, Synergy_Bliss=-2.16, Synergy_Loewe=-0.927, Synergy_HSA=-0.722.